From a dataset of Forward reaction prediction with 1.9M reactions from USPTO patents (1976-2016). Predict the product of the given reaction. (1) Given the reactants [N:1]1([C:7]2[C:8]3[S:15][C:14]4[N:16]=[CH:17][CH:18]=[CH:19][C:13]=4[C:9]=3[N:10]=[CH:11][N:12]=2)[CH2:6][CH2:5][NH:4][CH2:3][CH2:2]1.N1C=CC=CC=1.[Cl-].[O:27]1[C:31]2[CH:32]=[CH:33][C:34]([CH2:36][NH:37][CH:38]=[S:39])=[CH:35][C:30]=2[O:29][CH2:28]1.CO, predict the reaction product. The product is: [O:27]1[C:31]2[CH:32]=[CH:33][C:34]([CH2:36][NH:37][C:38]([N:4]3[CH2:3][CH2:2][N:1]([C:7]4[N:12]=[CH:11][N:10]=[C:9]5[C:8]=4[S:15][C:14]4[N:16]=[CH:17][CH:18]=[CH:19][C:13]5=4)[CH2:6][CH2:5]3)=[S:39])=[CH:35][C:30]=2[O:29][CH2:28]1. (2) Given the reactants [F:1][C:2]1[CH:3]=[C:4]([C@:13]2([NH:23][C:24](=[O:36])[NH:25][C:26]3[CH:27]=[C:28]([CH:33]=[CH:34][CH:35]=3)[C:29]([O:31]C)=[O:30])[C:18]3=[N:19][CH:20]=[CH:21][CH:22]=[C:17]3[O:16][CH2:15][CH2:14]2)[CH:5]=[CH:6][C:7]=1[O:8][C:9]([F:12])([F:11])[F:10].CO.[Li+].[OH-].Cl, predict the reaction product. The product is: [F:1][C:2]1[CH:3]=[C:4]([C@:13]2([NH:23][C:24](=[O:36])[NH:25][C:26]3[CH:27]=[C:28]([CH:33]=[CH:34][CH:35]=3)[C:29]([OH:31])=[O:30])[C:18]3=[N:19][CH:20]=[CH:21][CH:22]=[C:17]3[O:16][CH2:15][CH2:14]2)[CH:5]=[CH:6][C:7]=1[O:8][C:9]([F:12])([F:10])[F:11]. (3) Given the reactants [N-:1]=[N+:2]=[N-:3].[Na+].CS(O[CH2:10][CH2:11][CH:12]1[CH2:17][CH2:16][N:15]([C:18]2[CH:27]=[C:26]([C:28](=[O:46])[NH:29][CH2:30][C@H:31]3[CH2:36][CH2:35][C@H:34]([CH2:37][NH:38][C:39]([O:41][C:42]([CH3:45])([CH3:44])[CH3:43])=[O:40])[CH2:33][CH2:32]3)[C:25]3[C:20](=[CH:21][CH:22]=[CH:23][CH:24]=3)[N:19]=2)[CH2:14][CH2:13]1)(=O)=O, predict the reaction product. The product is: [N:1]([CH2:10][CH2:11][CH:12]1[CH2:17][CH2:16][N:15]([C:18]2[CH:27]=[C:26]([C:28]([NH:29][CH2:30][C@H:31]3[CH2:32][CH2:33][C@H:34]([CH2:37][NH:38][C:39](=[O:40])[O:41][C:42]([CH3:45])([CH3:44])[CH3:43])[CH2:35][CH2:36]3)=[O:46])[C:25]3[C:20](=[CH:21][CH:22]=[CH:23][CH:24]=3)[N:19]=2)[CH2:14][CH2:13]1)=[N+:2]=[N-:3].